Task: Predict which catalyst facilitates the given reaction.. Dataset: Catalyst prediction with 721,799 reactions and 888 catalyst types from USPTO (1) Reactant: CS([C:4]1[N:5]([C:16]2[CH:21]=[CH:20][C:19]([O:22][CH2:23][C:24]([F:27])([F:26])[F:25])=[CH:18][CH:17]=2)[C:6](=[O:15])[C:7]2[CH:13]=[CH:12][C:11](=[O:14])[NH:10][C:8]=2[N:9]=1)=O.[CH3:28][CH:29]([OH:31])[CH3:30].[H-].[Na+].Cl. Product: [CH3:28][CH:29]([O:31][C:4]1[N:5]([C:16]2[CH:21]=[CH:20][C:19]([O:22][CH2:23][C:24]([F:27])([F:26])[F:25])=[CH:18][CH:17]=2)[C:6](=[O:15])[C:7]2[CH:13]=[CH:12][C:11](=[O:14])[NH:10][C:8]=2[N:9]=1)[CH3:30]. The catalyst class is: 7. (2) Reactant: O([CH:8]=[CH:9][C:10](=[N:18][C:19]1[CH:24]=[CH:23][CH:22]=[CH:21][CH:20]=1)[O:11][C:12]1[CH:17]=[CH:16][CH:15]=[CH:14][CH:13]=1)C1C=CC=CC=1.[CH3:25][NH:26][C:27]1[CH:32]=[CH:31][CH:30]=[CH:29][CH:28]=1. Product: [CH3:25][N:26]([CH:8]=[CH:9][C:10](=[N:18][C:19]1[CH:20]=[CH:21][CH:22]=[CH:23][CH:24]=1)[O:11][C:12]1[CH:13]=[CH:14][CH:15]=[CH:16][CH:17]=1)[C:27]1[CH:32]=[CH:31][CH:30]=[CH:29][CH:28]=1. The catalyst class is: 10. (3) Reactant: [CH3:1][C:2]1[CH:7]=[CH:6][CH:5]=[CH:4][C:3]=1[OH:8].[H-].[Na+].[C:11]([O:15][C:16]([N:18]1[CH2:23][CH2:22][C:21]([C:30]#[N:31])([CH2:24]OS(C)(=O)=O)[CH2:20][CH2:19]1)=[O:17])([CH3:14])([CH3:13])[CH3:12].O. Product: [C:11]([O:15][C:16]([N:18]1[CH2:23][CH2:22][C:21]([C:30]#[N:31])([CH2:24][O:8][C:3]2[CH:4]=[CH:5][CH:6]=[CH:7][C:2]=2[CH3:1])[CH2:20][CH2:19]1)=[O:17])([CH3:14])([CH3:12])[CH3:13]. The catalyst class is: 9. (4) Reactant: [CH3:1][O:2][C:3](=[O:31])[CH2:4][CH2:5][CH2:6][CH2:7][CH2:8][CH2:9][CH2:10][CH2:11][NH:12][C:13]1[CH:18]=[CH:17][CH:16]=[CH:15][C:14]=1[S:19](=[O:30])(=[O:29])[NH:20][C:21]([C@@:23]1([NH2:28])[CH2:25][C@H:24]1[CH:26]=[CH2:27])=[O:22].[C:32]([O:36][C:37]([N:39]1[CH2:43][C@H:42]([O:44][C:45]([N:47]2[CH2:55][C:54]3[C:49](=[CH:50][CH:51]=[CH:52][C:53]=3[F:56])[CH2:48]2)=[O:46])[CH2:41][C@H:40]1[C:57](O)=[O:58])=[O:38])([CH3:35])([CH3:34])[CH3:33].CN(C(ON1N=NC2C=CC=NC1=2)=[N+](C)C)C.F[P-](F)(F)(F)(F)F.CCN(C(C)C)C(C)C. Product: [C:32]([O:36][C:37]([N:39]1[C@H:40]([C:57](=[O:58])[NH:28][C@:23]2([C:21]([NH:20][S:19]([C:14]3[CH:15]=[CH:16][CH:17]=[CH:18][C:13]=3[NH:12][CH2:11][CH2:10][CH2:9][CH2:8][CH2:7][CH2:6][CH2:5][CH2:4][C:3]([O:2][CH3:1])=[O:31])(=[O:30])=[O:29])=[O:22])[CH2:25][C@H:24]2[CH:26]=[CH2:27])[CH2:41][C@@H:42]([O:44][C:45]([N:47]2[CH2:55][C:54]3[C:49](=[CH:50][CH:51]=[CH:52][C:53]=3[F:56])[CH2:48]2)=[O:46])[CH2:43]1)=[O:38])([CH3:35])([CH3:33])[CH3:34]. The catalyst class is: 2. (5) Reactant: [CH3:1][C:2]1[CH:7]=[CH:6][C:5]([S:8]([NH:11][C:12]([CH:14]2[CH2:18][CH2:17][C:16](=O)[CH2:15]2)=[O:13])(=[O:10])=[O:9])=[CH:4][CH:3]=1.[C:20]1([C@H:30]([NH2:32])[CH3:31])[C:29]2[C:24](=[CH:25][CH:26]=[CH:27][CH:28]=2)[CH:23]=[CH:22][CH:21]=1.CCO. Product: [CH3:1][C:2]1[CH:7]=[CH:6][C:5]([S:8]([NH:11][C:12]([CH:14]2[CH2:18][CH2:17][CH:16]([NH:32][C@@H:30]([C:20]3[C:29]4[C:24](=[CH:25][CH:26]=[CH:27][CH:28]=4)[CH:23]=[CH:22][CH:21]=3)[CH3:31])[CH2:15]2)=[O:13])(=[O:10])=[O:9])=[CH:4][CH:3]=1. The catalyst class is: 2. (6) Reactant: [CH:1]1([CH2:4][N:5]2[C:9]3[CH:10]=[CH:11][C:12]([C:18]4[CH:23]=[CH:22][C:21]([CH2:24][NH2:25])=[CH:20][CH:19]=4)=[C:13]([C:14]([F:17])([F:16])[F:15])[C:8]=3[N:7]=[N:6]2)[CH2:3][CH2:2]1.[C:26](O)(=[O:30])[C@H:27]([CH3:29])[OH:28].C(N(CC)C(C)C)(C)C.F[B-](F)(F)F.N1(O[P+](N2CCCC2)(N2CCCC2)N2CCCC2)C2C=CC=CC=2N=N1. Product: [CH:1]1([CH2:4][N:5]2[C:9]3[CH:10]=[CH:11][C:12]([C:18]4[CH:19]=[CH:20][C:21]([CH2:24][NH:25][C:26](=[O:30])[C@@H:27]([OH:28])[CH3:29])=[CH:22][CH:23]=4)=[C:13]([C:14]([F:17])([F:16])[F:15])[C:8]=3[N:7]=[N:6]2)[CH2:3][CH2:2]1. The catalyst class is: 4. (7) Reactant: C(OC([N:11]1[C@H:15]([C:16](=[O:29])[NH:17][C:18]2[CH:23]=[CH:22][CH:21]=[C:20]([O:24][C:25]([F:28])([F:27])[F:26])[CH:19]=2)[CH2:14][CH2:13][C@@H:12]1[CH2:30][NH:31][C:32](=[O:34])[CH3:33])=O)C1C=CC=CC=1. Product: [F:27][C:25]([F:26])([F:28])[O:24][C:20]1[CH:19]=[C:18]([NH:17][C:16]([C@@H:15]2[CH2:14][CH2:13][C@H:12]([CH2:30][NH:31][C:32](=[O:34])[CH3:33])[NH:11]2)=[O:29])[CH:23]=[CH:22][CH:21]=1. The catalyst class is: 123. (8) The catalyst class is: 20. Product: [C:12]([C:9]1[CH:8]=[CH:7][C:6]([S:5][CH2:4][C:3]([OH:15])=[O:2])=[CH:11][CH:10]=1)(=[O:14])[CH3:13]. Reactant: C[O:2][C:3](=[O:15])[CH2:4][S:5][C:6]1[CH:11]=[CH:10][C:9]([C:12](=[O:14])[CH3:13])=[CH:8][CH:7]=1.[Li+].[OH-].Cl. (9) Reactant: [C:1]([O:5][C:6]([N:8]1[CH2:13][CH2:12][C@@H:11]([NH2:14])[C@H:10]([OH:15])[CH2:9]1)=[O:7])([CH3:4])([CH3:3])[CH3:2].C(=O)(O)[O-].[Na+].Cl[C:22]([O:24][CH2:25][C:26]1[CH:31]=[CH:30][CH:29]=[CH:28][CH:27]=1)=[O:23]. Product: [C:1]([O:5][C:6]([N:8]1[CH2:13][CH2:12][C@@H:11]([NH:14][C:22]([O:24][CH2:25][C:26]2[CH:31]=[CH:30][CH:29]=[CH:28][CH:27]=2)=[O:23])[C@H:10]([OH:15])[CH2:9]1)=[O:7])([CH3:4])([CH3:2])[CH3:3]. The catalyst class is: 2. (10) Reactant: Br[CH2:2][C:3]1[C:7]2[CH:8]=[C:9]([F:12])[CH:10]=[CH:11][C:6]=2[S:5][CH:4]=1.[CH:13]([Mg]Br)([CH3:15])[CH3:14]. Product: [F:12][C:9]1[CH:10]=[CH:11][C:6]2[S:5][CH:4]=[C:3]([CH2:2][CH:13]([CH3:15])[CH3:14])[C:7]=2[CH:8]=1. The catalyst class is: 1.